Dataset: CYP3A4 inhibition data for predicting drug metabolism from PubChem BioAssay. Task: Regression/Classification. Given a drug SMILES string, predict its absorption, distribution, metabolism, or excretion properties. Task type varies by dataset: regression for continuous measurements (e.g., permeability, clearance, half-life) or binary classification for categorical outcomes (e.g., BBB penetration, CYP inhibition). Dataset: cyp3a4_veith. The compound is O[C@@H](C1=C/C(=C\c2ccncc2)c2ccccc21)c1ccncc1. The result is 1 (inhibitor).